Dataset: Full USPTO retrosynthesis dataset with 1.9M reactions from patents (1976-2016). Task: Predict the reactants needed to synthesize the given product. (1) The reactants are: [OH-].[K+].[N+:3]([C:6]1[CH:13]=[CH:12][C:9]([CH2:10]Br)=[CH:8][CH:7]=1)([O-:5])=[O:4].[CH3:14][O:15][CH2:16][CH2:17][OH:18]. Given the product [CH3:14][O:15][CH2:16][CH2:17][O:18][CH2:10][C:9]1[CH:12]=[CH:13][C:6]([N+:3]([O-:5])=[O:4])=[CH:7][CH:8]=1, predict the reactants needed to synthesize it. (2) Given the product [F:3][C:4]1[CH:5]=[C:6]([O:11][CH2:28][C:25]2[CH:26]=[CH:27][C:22]([C:14]3[CH:15]=[CH:16][C:17]([CH2:19][CH2:20][CH3:21])=[CH:18][C:13]=3[F:12])=[CH:23][C:24]=2[F:30])[CH:7]=[CH:8][C:9]=1[F:10], predict the reactants needed to synthesize it. The reactants are: [H-].[Na+].[F:3][C:4]1[CH:5]=[C:6]([OH:11])[CH:7]=[CH:8][C:9]=1[F:10].[F:12][C:13]1[CH:18]=[C:17]([CH2:19][CH2:20][CH3:21])[CH:16]=[CH:15][C:14]=1[C:22]1[CH:27]=[CH:26][C:25]([CH2:28]Br)=[C:24]([F:30])[CH:23]=1.Cl. (3) Given the product [Cl:6][C:7]1[CH:12]=[C:11]([Cl:13])[CH:10]=[CH:9][C:8]=1[C:14]1[C:15]([C:25]2[CH:26]=[CH:27][C:28]([F:31])=[CH:29][CH:30]=2)=[CH:16][C:17]([C:21]([O:23][CH3:24])=[O:22])=[C:18]([O:20][CH2:42][C:41]2[CH:44]=[CH:45][C:46]([F:47])=[C:39]([F:38])[CH:40]=2)[N:19]=1, predict the reactants needed to synthesize it. The reactants are: CN(C=O)C.[Cl:6][C:7]1[CH:12]=[C:11]([Cl:13])[CH:10]=[CH:9][C:8]=1[C:14]1[NH:19][C:18](=[O:20])[C:17]([C:21]([O:23][CH3:24])=[O:22])=[CH:16][C:15]=1[C:25]1[CH:30]=[CH:29][C:28]([F:31])=[CH:27][CH:26]=1.C([O-])([O-])=O.[Cs+].[Cs+].[F:38][C:39]1[CH:40]=[C:41]([CH:44]=[CH:45][C:46]=1[F:47])[CH2:42]Br. (4) Given the product [C:41]([N:28]1[CH2:27][C:26]([N:25]([CH3:31])[C:10]2[CH:11]=[C:12]3[C:21](=[CH:22][C:9]=2[C:4]2[CH:5]=[CH:6][CH:7]=[CH:8][C:3]=2[F:2])[O:20][CH2:19][C:18]2[N:13]3[C@H:14]([CH3:24])[C:15](=[O:23])[NH:16][N:17]=2)([CH3:30])[CH2:29]1)(=[O:43])[CH3:42], predict the reactants needed to synthesize it. The reactants are: Cl.[F:2][C:3]1[CH:8]=[CH:7][CH:6]=[CH:5][C:4]=1[C:9]1[CH:22]=[C:21]2[C:12]([N:13]3[C:18]([CH2:19][O:20]2)=[N:17][NH:16][C:15](=[O:23])[C@H:14]3[CH3:24])=[CH:11][C:10]=1[N:25]([CH3:31])[C:26]1([CH3:30])[CH2:29][NH:28][CH2:27]1.CCN(C(C)C)C(C)C.[C:41](Cl)(=[O:43])[CH3:42]. (5) Given the product [Br:1][C:2]1[CH:14]=[CH:13][C:12]2[C:11]3[C:6](=[CH:7][C:8]([Br:15])=[CH:9][CH:10]=3)[N:5]([CH2:17][CH:18]([CH2:27][CH2:28][CH2:29][CH2:30][CH2:31][CH3:32])[CH2:19][CH2:20][CH2:21][CH2:22][CH2:23][CH2:24][CH2:25][CH3:26])[C:4]=2[CH:3]=1, predict the reactants needed to synthesize it. The reactants are: [Br:1][C:2]1[CH:14]=[CH:13][C:12]2[C:11]3[C:6](=[CH:7][C:8]([Br:15])=[CH:9][CH:10]=3)[NH:5][C:4]=2[CH:3]=1.Br[CH2:17][CH:18]([CH2:27][CH2:28][CH2:29][CH2:30][CH2:31][CH3:32])[CH2:19][CH2:20][CH2:21][CH2:22][CH2:23][CH2:24][CH2:25][CH3:26].[OH-].[Na+]. (6) Given the product [F:30][C:31]1[CH:39]=[CH:38][CH:37]=[C:36]([F:40])[C:32]=1[C:33]([NH:1][C:2]1[CH:6]=[C:5]([C:7]2[CH:8]=[CH:9][C:10]([O:13][CH2:14][CH3:15])=[CH:11][CH:12]=2)[S:4][C:3]=1[C:16]([OH:18])=[O:17])=[O:34], predict the reactants needed to synthesize it. The reactants are: [NH2:1][C:2]1[CH:6]=[C:5]([C:7]2[CH:12]=[CH:11][C:10]([O:13][CH2:14][CH3:15])=[CH:9][CH:8]=2)[S:4][C:3]=1[C:16]([O:18]C(C)(C)C)=[O:17].C(N(CC)CC)C.[F:30][C:31]1[CH:39]=[CH:38][CH:37]=[C:36]([F:40])[C:32]=1[C:33](Cl)=[O:34].Cl.